The task is: Predict which catalyst facilitates the given reaction.. This data is from Catalyst prediction with 721,799 reactions and 888 catalyst types from USPTO. (1) Reactant: [F:1][C:2]([F:19])([F:18])[C:3]1([CH2:9][N:10]2[CH2:15][CH2:14][CH:13]([CH2:16][OH:17])[CH2:12][CH2:11]2)[CH2:8][CH2:7][CH2:6][CH2:5][CH2:4]1.[H-].[Na+].Br[C:23]1[CH:28]=[CH:27][C:26]([Br:29])=[CH:25][N:24]=1. Product: [Br:29][C:26]1[CH:27]=[CH:28][C:23]([O:17][CH2:16][CH:13]2[CH2:12][CH2:11][N:10]([CH2:9][C:3]3([C:2]([F:1])([F:18])[F:19])[CH2:4][CH2:5][CH2:6][CH2:7][CH2:8]3)[CH2:15][CH2:14]2)=[N:24][CH:25]=1. The catalyst class is: 1. (2) Reactant: [CH3:1]C(C)([O-])C.[K+].[F:7][C:8]1[CH:15]=[CH:14][C:13]([CH:16]=O)=[CH:12][C:9]=1[C:10]#[N:11].Cl. Product: [F:7][C:8]1[CH:15]=[CH:14][C:13]([CH:16]=[CH2:1])=[CH:12][C:9]=1[C:10]#[N:11]. The catalyst class is: 307.